Regression. Given two drug SMILES strings and cell line genomic features, predict the synergy score measuring deviation from expected non-interaction effect. From a dataset of NCI-60 drug combinations with 297,098 pairs across 59 cell lines. (1) Drug 1: CC=C1C(=O)NC(C(=O)OC2CC(=O)NC(C(=O)NC(CSSCCC=C2)C(=O)N1)C(C)C)C(C)C. Drug 2: CC1=C(N=C(N=C1N)C(CC(=O)N)NCC(C(=O)N)N)C(=O)NC(C(C2=CN=CN2)OC3C(C(C(C(O3)CO)O)O)OC4C(C(C(C(O4)CO)O)OC(=O)N)O)C(=O)NC(C)C(C(C)C(=O)NC(C(C)O)C(=O)NCCC5=NC(=CS5)C6=NC(=CS6)C(=O)NCCC[S+](C)C)O. Cell line: HOP-92. Synergy scores: CSS=57.9, Synergy_ZIP=0.0519, Synergy_Bliss=4.66, Synergy_Loewe=-15.6, Synergy_HSA=4.81. (2) Drug 1: C1=NC2=C(N1)C(=S)N=CN2. Drug 2: CC(C)NC(=O)C1=CC=C(C=C1)CNNC.Cl. Cell line: IGROV1. Synergy scores: CSS=7.90, Synergy_ZIP=-1.93, Synergy_Bliss=0.277, Synergy_Loewe=-5.04, Synergy_HSA=-0.157. (3) Drug 1: CS(=O)(=O)OCCCCOS(=O)(=O)C. Drug 2: CN(C(=O)NC(C=O)C(C(C(CO)O)O)O)N=O. Cell line: CCRF-CEM. Synergy scores: CSS=64.8, Synergy_ZIP=-0.169, Synergy_Bliss=-0.380, Synergy_Loewe=-26.1, Synergy_HSA=-0.390. (4) Drug 1: CC1CCC2CC(C(=CC=CC=CC(CC(C(=O)C(C(C(=CC(C(=O)CC(OC(=O)C3CCCCN3C(=O)C(=O)C1(O2)O)C(C)CC4CCC(C(C4)OC)OCCO)C)C)O)OC)C)C)C)OC. Synergy scores: CSS=1.42, Synergy_ZIP=1.39, Synergy_Bliss=2.80, Synergy_Loewe=0.197, Synergy_HSA=0.179. Cell line: SNB-75. Drug 2: COCCOC1=C(C=C2C(=C1)C(=NC=N2)NC3=CC=CC(=C3)C#C)OCCOC.Cl. (5) Drug 1: COC1=NC(=NC2=C1N=CN2C3C(C(C(O3)CO)O)O)N. Drug 2: C1CN(CCN1C(=O)CCBr)C(=O)CCBr. Cell line: MCF7. Synergy scores: CSS=5.77, Synergy_ZIP=-4.16, Synergy_Bliss=-1.83, Synergy_Loewe=-1.69, Synergy_HSA=-0.556. (6) Drug 1: CCCS(=O)(=O)NC1=C(C(=C(C=C1)F)C(=O)C2=CNC3=C2C=C(C=N3)C4=CC=C(C=C4)Cl)F. Drug 2: CC=C1C(=O)NC(C(=O)OC2CC(=O)NC(C(=O)NC(CSSCCC=C2)C(=O)N1)C(C)C)C(C)C. Cell line: HCC-2998. Synergy scores: CSS=54.3, Synergy_ZIP=0.868, Synergy_Bliss=-13.2, Synergy_Loewe=-84.6, Synergy_HSA=-20.8. (7) Drug 1: CC1CCC2CC(C(=CC=CC=CC(CC(C(=O)C(C(C(=CC(C(=O)CC(OC(=O)C3CCCCN3C(=O)C(=O)C1(O2)O)C(C)CC4CCC(C(C4)OC)O)C)C)O)OC)C)C)C)OC. Drug 2: CN(CCCl)CCCl.Cl. Cell line: RXF 393. Synergy scores: CSS=17.9, Synergy_ZIP=-8.46, Synergy_Bliss=-6.41, Synergy_Loewe=-2.67, Synergy_HSA=-1.99. (8) Cell line: NCIH23. Drug 2: C1CNP(=O)(OC1)N(CCCl)CCCl. Synergy scores: CSS=1.13, Synergy_ZIP=3.97, Synergy_Bliss=6.29, Synergy_Loewe=2.37, Synergy_HSA=3.00. Drug 1: CC1=CC2C(CCC3(C2CCC3(C(=O)C)OC(=O)C)C)C4(C1=CC(=O)CC4)C. (9) Drug 1: CN(C)N=NC1=C(NC=N1)C(=O)N. Drug 2: C1CC(C1)(C(=O)O)C(=O)O.[NH2-].[NH2-].[Pt+2]. Cell line: HOP-92. Synergy scores: CSS=41.3, Synergy_ZIP=-1.72, Synergy_Bliss=-3.69, Synergy_Loewe=-11.0, Synergy_HSA=-2.74.